From a dataset of Reaction yield outcomes from USPTO patents with 853,638 reactions. Predict the reaction yield, written as a fraction of the theoretical maximum amount of product (1.0 means a 100% yield; for example, 0.34 means a 34% yield). The yield is 0.323. The catalyst is CCO. The reactants are [O-]CC.[Na+].[C:5]([CH2:7][C:8]([NH2:10])=[O:9])#[N:6].[N:11]1([CH2:17][C:18]#[C:19][C:20](=O)[CH3:21])[CH2:16][CH2:15][O:14][CH2:13][CH2:12]1.Cl. The product is [CH3:21][C:20]1[NH:10][C:8](=[O:9])[C:7]([C:5]#[N:6])=[C:18]([CH2:17][N:11]2[CH2:16][CH2:15][O:14][CH2:13][CH2:12]2)[CH:19]=1.